From a dataset of Reaction yield outcomes from USPTO patents with 853,638 reactions. Predict the reaction yield, written as a fraction of the theoretical maximum amount of product (1.0 means a 100% yield; for example, 0.34 means a 34% yield). (1) The reactants are O1C=C(CN)N=C1.[CH3:8][N:9]1[CH:13]=[C:12]([CH2:14][NH2:15])[CH:11]=[N:10]1.[F:16][C:17]1[CH:38]=[CH:37][C:20]([CH2:21][N:22]2[CH2:26][CH2:25][N:24]([C:27]3[CH:28]=[C:29]([CH:33]=[CH:34][N:35]=3)[C:30](O)=[O:31])[C:23]2=[O:36])=[CH:19][CH:18]=1. No catalyst specified. The product is [F:16][C:17]1[CH:18]=[CH:19][C:20]([CH2:21][N:22]2[CH2:26][CH2:25][N:24]([C:27]3[CH:28]=[C:29]([CH:33]=[CH:34][N:35]=3)[C:30]([NH:15][CH2:14][C:12]3[CH:11]=[N:10][N:9]([CH3:8])[CH:13]=3)=[O:31])[C:23]2=[O:36])=[CH:37][CH:38]=1. The yield is 0.230. (2) The reactants are [NH2:1][C:2]1[CH:3]=[C:4]2[C:20](=[O:21])[NH:19][N:18]=[CH:17][C:6]3=[C:7]([C:11]4[CH:16]=[CH:15][CH:14]=[CH:13][CH:12]=4)[NH:8][C:9]([CH:10]=1)=[C:5]23.[CH3:22][C:23]1[N:31]=[CH:30][CH:29]=[CH:28][C:24]=1[C:25](O)=[O:26].C(N(CC)CC)C.F[P-](F)(F)(F)(F)F.N1(OC(N(C)C)=[N+](C)C)C2N=CC=CC=2N=N1. The catalyst is CN(C)C=O.C(OCC)C.C(OCC)(=O)C. The product is [CH3:22][C:23]1[N:31]=[CH:30][CH:29]=[CH:28][C:24]=1[C:25]([NH:1][C:2]1[CH:3]=[C:4]2[C:20](=[O:21])[NH:19][N:18]=[CH:17][C:6]3=[C:7]([C:11]4[CH:12]=[CH:13][CH:14]=[CH:15][CH:16]=4)[NH:8][C:9]([CH:10]=1)=[C:5]23)=[O:26]. The yield is 0.330. (3) The reactants are [CH3:1][O:2][C:3](=[O:15])[C:4]([CH3:14])([CH3:13])[CH2:5][C:6]1[CH:11]=[CH:10][C:9]([OH:12])=[CH:8][CH:7]=1.[CH3:16][N:17]1[CH:21]([CH2:22][CH2:23]OS(C2C=CC(C)=CC=2)(=O)=O)[CH2:20][N:19]([CH2:35][C:36]2[CH:41]=[CH:40][C:39]([C:42]([F:45])([F:44])[F:43])=[CH:38][CH:37]=2)[C:18]1=[O:46].C([O-])([O-])=O.[Cs+].[Cs+]. The catalyst is CN(C=O)C.O. The product is [CH3:1][O:2][C:3](=[O:15])[C:4]([CH3:13])([CH3:14])[CH2:5][C:6]1[CH:11]=[CH:10][C:9]([O:12][CH2:23][CH2:22][CH:21]2[CH2:20][N:19]([CH2:35][C:36]3[CH:41]=[CH:40][C:39]([C:42]([F:44])([F:45])[F:43])=[CH:38][CH:37]=3)[C:18](=[O:46])[N:17]2[CH3:16])=[CH:8][CH:7]=1. The yield is 0.940. (4) The reactants are [CH:1]1[C:13]2[CH:12]([CH2:14][O:15][C:16](ON3C(=O)CCC3=O)=[O:17])[C:11]3[C:6](=[CH:7][CH:8]=[CH:9][CH:10]=3)[C:5]=2[CH:4]=[CH:3][CH:2]=1.[NH2:26][CH2:27][C@H:28]1[CH2:33][CH2:32][C@H:31]([C:34]([OH:36])=[O:35])[CH2:30][CH2:29]1.Cl. The catalyst is O1CCOCC1.C([O-])([O-])=O.[Na+].[Na+]. The product is [CH:1]1[C:13]2[CH:12]([CH2:14][O:15][C:16]([NH:26][CH2:27][C@H:28]3[CH2:29][CH2:30][C@H:31]([C:34]([OH:36])=[O:35])[CH2:32][CH2:33]3)=[O:17])[C:11]3[C:6](=[CH:7][CH:8]=[CH:9][CH:10]=3)[C:5]=2[CH:4]=[CH:3][CH:2]=1. The yield is 0.330. (5) The reactants are [Si]([O:8][CH2:9][C:10]1[CH:11]=[C:12]([N:25]([CH2:36][CH2:37][O:38][CH2:39][CH2:40][O:41][CH2:42][CH2:43][O:44][CH3:45])[C:26](=[O:35])[CH2:27][CH2:28][C:29]([CH3:34])([S:31][S:32][CH3:33])[CH3:30])[CH:13]=[C:14]([CH2:16][O:17][Si](C(C)(C)C)(C)C)[CH:15]=1)(C(C)(C)C)(C)C.N1C=CC=CC=1. The catalyst is C(#N)C.C(OCC)(=O)C. The product is [OH:8][CH2:9][C:10]1[CH:11]=[C:12]([N:25]([CH2:36][CH2:37][O:38][CH2:39][CH2:40][O:41][CH2:42][CH2:43][O:44][CH3:45])[C:26](=[O:35])[CH2:27][CH2:28][C:29]([CH3:34])([S:31][S:32][CH3:33])[CH3:30])[CH:13]=[C:14]([CH2:16][OH:17])[CH:15]=1. The yield is 0.890. (6) The reactants are [S:1]1[CH:5]=[CH:4][N:3]=[C:2]1[C:6]1([OH:16])[CH2:15][CH2:14][C:9]2(OCC[O:10]2)[CH2:8][CH2:7]1.C([O-])([O-])=O.[Na+].[Na+]. The product is [OH:16][C:6]1([C:2]2[S:1][CH:5]=[CH:4][N:3]=2)[CH2:15][CH2:14][C:9](=[O:10])[CH2:8][CH2:7]1. The yield is 0.990. The catalyst is C1COCC1. (7) The reactants are [CH:1]1([C@H:7]2[CH2:11][N:10](C(OC(C)(C)C)=O)[C@H:9]([C@H:19]([C:21]3[C:26]([Cl:27])=[CH:25][N:24]=[CH:23][C:22]=3[Cl:28])[OH:20])[CH2:8]2)[CH2:6][CH2:5][CH2:4][CH2:3][CH2:2]1.N1CCCC1.[C:34]([OH:40])([C:36]([F:39])([F:38])[F:37])=[O:35]. The catalyst is C(Cl)Cl. The product is [F:37][C:36]([F:39])([F:38])[C:34]([OH:40])=[O:35].[CH:1]1([C@H:7]2[CH2:11][NH:10][C@H:9]([C@H:19]([C:21]3[C:26]([Cl:27])=[CH:25][N:24]=[CH:23][C:22]=3[Cl:28])[OH:20])[CH2:8]2)[CH2:2][CH2:3][CH2:4][CH2:5][CH2:6]1. The yield is 0.610. (8) The reactants are Br[C:2]1[CH:7]=[CH:6][C:5]([C:8]([OH:11])([CH3:10])[CH3:9])=[CH:4][CH:3]=1.[B:12]1([B:12]2[O:16][C:15]([CH3:18])([CH3:17])[C:14]([CH3:20])([CH3:19])[O:13]2)[O:16][C:15]([CH3:18])([CH3:17])[C:14]([CH3:20])([CH3:19])[O:13]1.C([O-])(=O)C.[K+].ClCCl. The catalyst is CS(C)=O. The product is [CH3:19][C:14]1([CH3:20])[C:15]([CH3:18])([CH3:17])[O:16][B:12]([C:2]2[CH:7]=[CH:6][C:5]([C:8]([OH:11])([CH3:10])[CH3:9])=[CH:4][CH:3]=2)[O:13]1. The yield is 0.700. (9) The reactants are [Cl:1][C:2]1[CH:3]=[C:4]([B:10]([OH:12])[OH:11])[CH:5]=[C:6]([O:8]C)[CH:7]=1.BrB(Br)Br. The catalyst is ClCCl. The product is [Cl:1][C:2]1[CH:3]=[C:4]([B:10]([OH:12])[OH:11])[CH:5]=[C:6]([OH:8])[CH:7]=1. The yield is 0.950. (10) The reactants are C(O[C:4]1[CH:5]=[C:6]([CH:9]=[CH:10][C:11]=1[C:12]([F:15])([F:14])[F:13])C#N)C.C([Si](C)(C)Cl)(C)(C)C.C[Mg]Br.C([O:29]CC)C.[NH4+].[Cl-].[CH2:34]1[CH2:38][O:37][CH2:36][CH2:35]1. The catalyst is [Cu]Br. The product is [CH2:38]([O:37][C:36]1[CH:35]=[C:6]([C:9](=[O:29])[CH3:10])[CH:5]=[CH:4][C:11]=1[C:12]([F:15])([F:14])[F:13])[CH3:34]. The yield is 0.340.